From a dataset of Full USPTO retrosynthesis dataset with 1.9M reactions from patents (1976-2016). Predict the reactants needed to synthesize the given product. (1) Given the product [CH3:1][O:2][C:3](=[O:34])[C:4]([C:16]1[CH:21]=[CH:20][C:19]([O:22][C:23]2[CH:24]=[CH:25][C:26]([CH2:29][CH2:30][C:31]([NH:32][C:44]([O:46][CH2:47][CH3:48])=[O:45])=[O:33])=[CH:27][CH:28]=2)=[CH:18][CH:17]=1)=[CH:5][C:6]1[CH:11]=[C:10]([O:12][CH3:13])[CH:9]=[C:8]([O:14][CH3:15])[CH:7]=1, predict the reactants needed to synthesize it. The reactants are: [CH3:1][O:2][C:3](=[O:34])[C:4]([C:16]1[CH:21]=[CH:20][C:19]([O:22][C:23]2[CH:28]=[CH:27][C:26]([CH2:29][CH2:30][C:31](=[O:33])[NH2:32])=[CH:25][CH:24]=2)=[CH:18][CH:17]=1)=[CH:5][C:6]1[CH:11]=[C:10]([O:12][CH3:13])[CH:9]=[C:8]([O:14][CH3:15])[CH:7]=1.C([N-]C(C)C)(C)C.[Li+].Cl[C:44]([O:46][CH2:47][CH3:48])=[O:45]. (2) Given the product [F:2][C:3]1[N:4]=[CH:5][C:6]([CH:10]([OH:12])[CH3:11])=[C:7]([I:9])[CH:8]=1, predict the reactants needed to synthesize it. The reactants are: Cl.[F:2][C:3]1[CH:8]=[C:7]([I:9])[C:6]([CH:10]([O:12]COC)[CH3:11])=[CH:5][N:4]=1.C(Cl)(Cl)Cl. (3) Given the product [Cl-:20].[Cl-:20].[CH3:1][N:2]1[C:10]2[CH:9]=[CH:8][C:7]([CH3:11])=[CH:6][C:5]=2[C:4]2[CH2:12][C:13]3[C:18]([C:3]1=2)=[CH:17][CH:16]=[CH:15][C:14]=3[Zr+2:24][C:14]1[CH:15]=[CH:16][CH:17]=[C:18]2[C:13]=1[CH2:12][C:4]1[C:5]3[CH:6]=[C:7]([CH3:11])[CH:8]=[CH:9][C:10]=3[N:2]([CH3:1])[C:3]=12, predict the reactants needed to synthesize it. The reactants are: [CH3:1][N:2]1[C:10]2[CH:9]=[CH:8][C:7]([CH3:11])=[CH:6][C:5]=2[C:4]2[CH2:12][C:13]3[C:18]([C:3]1=2)=[CH:17][CH:16]=[CH:15][C:14]=3[Li].[Cl-:20].[Cl-].[Cl-].[Cl-].[Zr+4:24].